Dataset: Full USPTO retrosynthesis dataset with 1.9M reactions from patents (1976-2016). Task: Predict the reactants needed to synthesize the given product. Given the product [CH2:10]([C:17]1[N:25]([CH2:45][CH2:9][NH:2][CH2:3][CH3:4])[C:24]2[C:23](=[O:26])[N:22]([CH2:27][CH2:28][CH2:29][N:30]([CH3:32])[CH3:31])[C:21](=[O:33])[N:20]([CH2:34][CH2:35][C:36]3[CH:37]=[CH:38][C:39]([N+:42]([O-:44])=[O:43])=[CH:40][CH:41]=3)[C:19]=2[N:18]=1)[C:11]1[CH:16]=[CH:15][CH:14]=[CH:13][CH:12]=1, predict the reactants needed to synthesize it. The reactants are: C[N:2]([CH3:9])[CH2:3][CH2:4]CN=C=O.[CH2:10]([C:17]1[NH:25][C:24]2[C:23](=[O:26])[N:22]([CH2:27][CH2:28][CH2:29][N:30]([CH3:32])[CH3:31])[C:21](=[O:33])[N:20]([CH2:34][CH2:35][C:36]3[CH:41]=[CH:40][C:39]([N+:42]([O-:44])=[O:43])=[CH:38][CH:37]=3)[C:19]=2[N:18]=1)[C:11]1[CH:16]=[CH:15][CH:14]=[CH:13][CH:12]=1.[C:45](=O)([O-])[O-].[Na+].[Na+].C(N)C.